From a dataset of Forward reaction prediction with 1.9M reactions from USPTO patents (1976-2016). Predict the product of the given reaction. Given the reactants [NH2:1][C:2]1[CH:3]=[CH:4][C:5]([CH3:21])=[C:6]([C:8]2[CH:13]=[CH:12][C:11]([C:14]([NH:16][CH2:17][CH:18]3[CH2:20][CH2:19]3)=[O:15])=[CH:10][CH:9]=2)[CH:7]=1.[F:22][C:23]([F:28])([F:27])[C:24](O)=[O:25], predict the reaction product. The product is: [CH:18]1([CH2:17][NH:16][C:14]([C:11]2[CH:12]=[CH:13][C:8]([C:6]3[C:5]([CH3:21])=[CH:4][CH:3]=[C:2]([NH:1][C:24](=[O:25])[C:23]([F:28])([F:27])[F:22])[CH:7]=3)=[CH:9][CH:10]=2)=[O:15])[CH2:20][CH2:19]1.